This data is from Full USPTO retrosynthesis dataset with 1.9M reactions from patents (1976-2016). The task is: Predict the reactants needed to synthesize the given product. (1) Given the product [F:1][C:2]1[CH:7]=[C:6]([CH3:8])[CH:5]=[CH:4][C:3]=1[B:9]1[O:10][C:16]([CH3:18])([CH3:17])[C:13]([CH3:15])([CH3:14])[O:11]1, predict the reactants needed to synthesize it. The reactants are: [F:1][C:2]1[CH:7]=[C:6]([CH3:8])[CH:5]=[CH:4][C:3]=1[B:9]([OH:11])[OH:10].O[C:13]([C:16](O)([CH3:18])[CH3:17])([CH3:15])[CH3:14].O.C1(C)C=CC(S(O)(=O)=O)=CC=1. (2) Given the product [F:29][C:26]1[CH:27]=[CH:28][C:23]([CH2:22][N:19]2[CH2:18][CH:17]([CH2:30][CH2:31][N:32]([CH3:33])[C:34](=[O:41])[C:35]3[CH:40]=[CH:39][CH:38]=[CH:37][CH:36]=3)[N:8]3[C:9](=[O:16])[N:10]([CH:13]([CH3:14])[CH3:15])[C:11](=[O:12])[C:6]([OH:5])=[C:7]3[C:20]2=[O:21])=[CH:24][CH:25]=1, predict the reactants needed to synthesize it. The reactants are: Cl.C([O:5][C:6]1[C:11](=[O:12])[N:10]([CH:13]([CH3:15])[CH3:14])[C:9](=[O:16])[N:8]2[CH:17]([CH2:30][CH2:31][NH:32][CH3:33])[CH2:18][N:19]([CH2:22][C:23]3[CH:28]=[CH:27][C:26]([F:29])=[CH:25][CH:24]=3)[C:20](=[O:21])[C:7]=12)(=O)C.[C:34](Cl)(=[O:41])[C:35]1[CH:40]=[CH:39][CH:38]=[CH:37][CH:36]=1.C(N(CC)CC)C.C[O-].[Na+].Cl.FC(F)(F)C(O)=O. (3) Given the product [CH2:20]([O:22][C:23]([C:25]1[CH:30]=[CH:29][C:28]([C:31]2[CH:36]=[CH:35][CH:34]=[CH:33][C:32]=2[CH2:37][Br:19])=[CH:27][CH:26]=1)=[O:24])[CH3:21], predict the reactants needed to synthesize it. The reactants are: C(OC(C1C=C(C2C=CC(C[Br:19])=CC=2)C=CC=1)=O)C.[CH2:20]([O:22][C:23]([C:25]1[CH:30]=[CH:29][C:28]([C:31]2[CH:36]=[CH:35][CH:34]=[CH:33][C:32]=2[CH3:37])=[CH:27][CH:26]=1)=[O:24])[CH3:21].BrN1C(=O)CCC1=O. (4) Given the product [O:32]=[C:22]([C:2]1[CH:3]=[N:4][CH:5]=[CH:6][CH:7]=1)[CH2:23][NH:24][C:25](=[O:31])[O:26][C:27]([CH3:29])([CH3:28])[CH3:30], predict the reactants needed to synthesize it. The reactants are: Br[C:2]1[CH:3]=[N:4][CH:5]=[CH:6][CH:7]=1.C([Li])CCC.CCCCCC.CON(C)[C:22](=[O:32])[CH2:23][NH:24][C:25](=[O:31])[O:26][C:27]([CH3:30])([CH3:29])[CH3:28].